Predict the product of the given reaction. From a dataset of Forward reaction prediction with 1.9M reactions from USPTO patents (1976-2016). (1) The product is: [F:17][C@@H:16]1[CH2:15][NH:14][CH2:13][C@H:12]1[NH:11][C:9](=[O:10])[O:8][CH2:1][C:2]1[CH:3]=[CH:4][CH:5]=[CH:6][CH:7]=1. Given the reactants [CH2:1]([O:8][C:9]([NH:11][C@H:12]1[C@H:16]([F:17])[CH2:15][N:14](C(OC(C)(C)C)=O)[CH2:13]1)=[O:10])[C:2]1[CH:7]=[CH:6][CH:5]=[CH:4][CH:3]=1.C(O)(C(F)(F)F)=O.C([O-])([O-])=O.[K+].[K+], predict the reaction product. (2) Given the reactants [Cl:1][C:2]1[CH:30]=[CH:29][CH:28]=[C:27]([Cl:31])[C:3]=1[C:4]([NH:6][C@H:7]([C:23]([O:25]C)=[O:24])[CH2:8][C:9]1[CH:14]=[CH:13][C:12](OS(C(F)(F)F)(=O)=O)=[CH:11][CH:10]=1)=[O:5].C(=O)([O-])[O-].[K+].[K+].CC1(C)C(C)(C)OB([C:46]2[CH2:47][CH2:48][O:49][CH2:50][CH:51]=2)O1, predict the reaction product. The product is: [Cl:1][C:2]1[CH:30]=[CH:29][CH:28]=[C:27]([Cl:31])[C:3]=1[C:4]([NH:6][C@H:7]([C:23]([OH:25])=[O:24])[CH2:8][C:9]1[CH:14]=[CH:13][C:12]([C:46]2[CH2:47][CH2:48][O:49][CH2:50][CH:51]=2)=[CH:11][CH:10]=1)=[O:5]. (3) Given the reactants [Cl:1][C:2]1[C:11]([CH3:12])=[CH:10][CH:9]=[CH:8][C:3]=1[C:4]([O:6][CH3:7])=[O:5].[Br:13]N1C(=O)CCC1=O.N(/C(C)(C)C#N)=N\C(C)(C)C#N, predict the reaction product. The product is: [Br:13][CH2:12][C:11]1[C:2]([Cl:1])=[C:3]([CH:8]=[CH:9][CH:10]=1)[C:4]([O:6][CH3:7])=[O:5].